From a dataset of Full USPTO retrosynthesis dataset with 1.9M reactions from patents (1976-2016). Predict the reactants needed to synthesize the given product. (1) Given the product [C:1]([O:5][C:6]([N:8]1[CH2:13][CH2:12][N:11]([C:14]([C:16]2[C:20]3=[N:21][CH:22]=[CH:23][CH:24]=[C:19]3[N:18]([C:25]3[CH:30]=[CH:29][CH:28]=[CH:27][CH:26]=3)[C:17]=2[O:39][C:37]2[CH:38]=[C:33]([F:32])[CH:34]=[CH:35][C:36]=2[CH3:40])=[O:15])[CH2:10][CH2:9]1)=[O:7])([CH3:4])([CH3:3])[CH3:2], predict the reactants needed to synthesize it. The reactants are: [C:1]([O:5][C:6]([N:8]1[CH2:13][CH2:12][N:11]([C:14]([C:16]2[C:20]3=[N:21][CH:22]=[CH:23][CH:24]=[C:19]3[N:18]([C:25]3[CH:30]=[CH:29][CH:28]=[CH:27][CH:26]=3)[C:17]=2Cl)=[O:15])[CH2:10][CH2:9]1)=[O:7])([CH3:4])([CH3:3])[CH3:2].[F:32][C:33]1[CH:34]=[CH:35][C:36]([CH3:40])=[C:37]([OH:39])[CH:38]=1. (2) The reactants are: Cl[C:2]1[CH:7]=[C:6]([C:8]2([NH:13][C:14]([NH:16][C:17]3[CH:22]=[CH:21][C:20]([C:23]4[CH:28]=[CH:27][N:26]=[C:25]([CH3:29])[CH:24]=4)=[CH:19][CH:18]=3)=[O:15])[CH2:12][CH2:11][CH2:10][CH2:9]2)[CH:5]=[CH:4][N:3]=1. Given the product [CH3:29][C:25]1[CH:24]=[C:23]([C:20]2[CH:19]=[CH:18][C:17]([NH:16][C:14]([NH:13][C:8]3([C:6]4[CH:5]=[CH:4][N:3]=[CH:2][CH:7]=4)[CH2:9][CH2:10][CH2:11][CH2:12]3)=[O:15])=[CH:22][CH:21]=2)[CH:28]=[CH:27][N:26]=1, predict the reactants needed to synthesize it. (3) Given the product [OH:23][C@@H:24]1[CH2:32][C@H:27]([OH:28])[C@H:26]([CH2:30][CH2:29][OH:31])[C@H:25]1[CH2:33][CH2:34][C@@H:35]([O:44][CH:45]1[CH2:50][CH2:49][CH2:48][CH2:47][O:46]1)[CH2:36][CH2:37][C:38]1[CH:39]=[CH:40][CH:41]=[CH:42][CH:43]=1, predict the reactants needed to synthesize it. The reactants are: [H-].C([Al+]CC(C)C)C(C)C.C1(C2C=CC(C([O:23][C@@H:24]3[CH2:32][C@@H:27]4[O:28][C:29](=[O:31])[CH2:30][C@@H:26]4[C@H:25]3[CH2:33][CH2:34][C@@H:35]([O:44][CH:45]3[CH2:50][CH2:49][CH2:48][CH2:47][O:46]3)[CH2:36][CH2:37][C:38]3[CH:43]=[CH:42][CH:41]=[CH:40][CH:39]=3)=O)=CC=2)C=CC=CC=1.CO. (4) Given the product [Cl:86][C:83]1[CH:84]=[CH:85][C:80]([C:76]2([OH:79])[CH2:75][CH2:74][N:73]([CH2:72][CH2:71][CH:70]=[C:62]3[C:63]4[C:64](=[N:65][CH:66]=[CH:67][CH:68]=4)[O:69][C:59]4[CH:58]=[CH:57][CH:56]=[C:55]([O:54][CH2:53][C:50]5([CH2:49][OH:48])[CH2:51][CH2:52]5)[C:60]=4[CH2:61]3)[CH2:78][CH2:77]2)=[CH:81][CH:82]=1, predict the reactants needed to synthesize it. The reactants are: ClC1C=CC(C2(O)CCN(CCC=C3C4C(=NC=CC=4)OC4C=CC=C(OCC(OCC)=O)C=4C3)CC2)=CC=1.C([O:48][CH2:49][C:50]1([CH2:53][O:54][C:55]2[C:60]3[CH2:61][C:62](=[CH:70][CH2:71][CH2:72][N:73]4[CH2:78][CH2:77][C:76]([C:80]5[CH:85]=[CH:84][C:83]([Cl:86])=[CH:82][CH:81]=5)([OH:79])[CH2:75][CH2:74]4)[C:63]4[C:64]([O:69][C:59]=3[CH:58]=[CH:57][CH:56]=2)=[N:65][CH:66]=[CH:67][CH:68]=4)[CH2:52][CH2:51]1)(=O)C1C=CC=CC=1. (5) Given the product [CH:7]1([CH2:16][CH2:17][OH:18])[C:15]2[C:10](=[CH:11][CH:12]=[CH:13][CH:14]=2)[CH2:9][CH2:8]1, predict the reactants needed to synthesize it. The reactants are: [H-].[Al+3].[Li+].[H-].[H-].[H-].[CH:7]1([CH2:16][C:17](O)=[O:18])[C:15]2[C:10](=[CH:11][CH:12]=[CH:13][CH:14]=2)[CH2:9][CH2:8]1.O.CCOC(C)=O. (6) Given the product [CH:1]1([CH2:4][O:5][C:6]2[N:11]=[C:10]([C:12]([N:25]3[CH:26]([C:28]([NH2:30])=[O:29])[CH2:27][S:23](=[O:31])(=[O:22])[CH2:24]3)=[O:14])[CH:9]=[CH:8][C:7]=2[N:15]2[CH2:18][CH:17]([O:19][CH3:20])[CH2:16]2)[CH2:2][CH2:3]1, predict the reactants needed to synthesize it. The reactants are: [CH:1]1([CH2:4][O:5][C:6]2[N:11]=[C:10]([C:12]([OH:14])=O)[CH:9]=[CH:8][C:7]=2[N:15]2[CH2:18][CH:17]([O:19][CH3:20])[CH2:16]2)[CH2:3][CH2:2]1.Cl.[O:22]=[S:23]1(=[O:31])[CH2:27][CH:26]([C:28]([NH2:30])=[O:29])[NH:25][CH2:24]1. (7) Given the product [CH2:14]([N:21]1[CH2:26][CH2:25][CH2:24][C:23]([O:3][C:4]2[CH:9]=[CH:8][C:7]([C:10]([F:11])([F:12])[F:13])=[CH:6][CH:5]=2)([C:36]([OH:32])=[O:1])[CH2:22]1)[C:15]1[CH:20]=[CH:19][CH:18]=[CH:17][CH:16]=1, predict the reactants needed to synthesize it. The reactants are: [OH-:1].[Na+].[OH:3][C:4]1[CH:9]=[CH:8][C:7]([C:10]([F:13])([F:12])[F:11])=[CH:6][CH:5]=1.[CH2:14]([N:21]1[CH2:26][CH2:25][CH2:24][C:23](=O)[CH2:22]1)[C:15]1[CH:20]=[CH:19][CH:18]=[CH:17][CH:16]=1.C(Cl)(Cl)Cl.[O:32]1[CH2:36]CCC1. (8) Given the product [F:14][C:15]1[CH:16]=[CH:17][C:18]([N:21]2[C:29]3[CH:28]=[CH:27][CH:26]=[C:25]([C:30]([O:32][CH3:33])=[O:31])[C:24]=3[C:23]([CH2:34][NH:3][C@@H:4]3[CH:9]4[CH2:10][CH2:11][N:6]([CH2:7][CH2:8]4)[CH2:5]3)=[N:22]2)=[CH:19][CH:20]=1, predict the reactants needed to synthesize it. The reactants are: Cl.Cl.[NH2:3][C@@H:4]1[CH:9]2[CH2:10][CH2:11][N:6]([CH2:7][CH2:8]2)[CH2:5]1.[H-].[Na+].[F:14][C:15]1[CH:20]=[CH:19][C:18]([N:21]2[C:29]3[CH:28]=[CH:27][CH:26]=[C:25]([C:30]([O:32][CH3:33])=[O:31])[C:24]=3[C:23]([CH:34]=O)=[N:22]2)=[CH:17][CH:16]=1.C(O[BH-](OC(=O)C)OC(=O)C)(=O)C.[Na+]. (9) Given the product [C:25]([NH:30][C:31](=[O:32])[OH:33])([CH3:26])([CH3:29])[CH3:2].[C:25]([NH:30][C:31](=[O:32])[OH:33])([CH3:26])([CH3:29])[CH3:2].[NH2:30][CH2:2][C:3]1[C:12](=[O:13])[C:11]2[C:6](=[N:7][CH:8]=[CH:9][CH:10]=2)[N:5]([C:14]2[CH:19]=[CH:18][CH:17]=[CH:16][CH:15]=2)[C:4]=1[C:20]1[O:21][CH:22]=[CH:23][N:24]=1, predict the reactants needed to synthesize it. The reactants are: Br[CH2:2][C:3]1[C:12](=[O:13])[C:11]2[C:6](=[N:7][CH:8]=[CH:9][CH:10]=2)[N:5]([C:14]2[CH:19]=[CH:18][CH:17]=[CH:16][CH:15]=2)[C:4]=1[C:20]1[O:21][CH:22]=[CH:23][N:24]=1.[CH2:25]1[CH2:29]OC[CH2:26]1.[NH:30](C(OC(C)(C)C)=O)[C:31]([O:33]C(C)(C)C)=[O:32].[H-].[Na+]. (10) Given the product [N+:15]([C:12]1[N:11]=[CH:10][C:9]([O:8][C:6]2[CH:5]=[CH:4][N:3]=[C:2]([NH:29][C:27]([CH:24]3[CH2:26][CH2:25]3)=[O:28])[CH:7]=2)=[CH:14][CH:13]=1)([O-:17])=[O:16], predict the reactants needed to synthesize it. The reactants are: Cl[C:2]1[CH:7]=[C:6]([O:8][C:9]2[CH:10]=[N:11][C:12]([N+:15]([O-:17])=[O:16])=[CH:13][CH:14]=2)[CH:5]=[CH:4][N:3]=1.C([O-])([O-])=O.[Cs+].[Cs+].[CH:24]1([C:27]([NH2:29])=[O:28])[CH2:26][CH2:25]1.